Dataset: NCI-60 drug combinations with 297,098 pairs across 59 cell lines. Task: Regression. Given two drug SMILES strings and cell line genomic features, predict the synergy score measuring deviation from expected non-interaction effect. Drug 1: CC1=C2C(C(=O)C3(C(CC4C(C3C(C(C2(C)C)(CC1OC(=O)C(C(C5=CC=CC=C5)NC(=O)OC(C)(C)C)O)O)OC(=O)C6=CC=CC=C6)(CO4)OC(=O)C)OC)C)OC. Drug 2: CC1=C2C(C(=O)C3(C(CC4C(C3C(C(C2(C)C)(CC1OC(=O)C(C(C5=CC=CC=C5)NC(=O)C6=CC=CC=C6)O)O)OC(=O)C7=CC=CC=C7)(CO4)OC(=O)C)O)C)OC(=O)C. Cell line: MDA-MB-231. Synergy scores: CSS=55.3, Synergy_ZIP=-1.71, Synergy_Bliss=-1.44, Synergy_Loewe=5.52, Synergy_HSA=7.28.